Dataset: Reaction yield outcomes from USPTO patents with 853,638 reactions. Task: Predict the reaction yield, written as a fraction of the theoretical maximum amount of product (1.0 means a 100% yield; for example, 0.34 means a 34% yield). (1) The reactants are C([O:4][C:5]1[CH:10]=[C:9]([C:11]2[S:15][C:14]([C:16]3[C:37]([Cl:38])=[CH:36][C:19]([O:20][CH2:21][C@H:22]4[CH2:26][O:25][C:24]([CH3:28])([CH3:27])[N:23]4[C:29]([O:31][C:32]([CH3:35])([CH3:34])[CH3:33])=[O:30])=[C:18]([F:39])[CH:17]=3)=[N:13][N:12]=2)[CH:8]=[C:7]([Cl:40])[N:6]=1)C=C.C(=O)([O-])[O-].[K+].[K+]. The catalyst is CO.C1C=CC([P]([Pd]([P](C2C=CC=CC=2)(C2C=CC=CC=2)C2C=CC=CC=2)([P](C2C=CC=CC=2)(C2C=CC=CC=2)C2C=CC=CC=2)[P](C2C=CC=CC=2)(C2C=CC=CC=2)C2C=CC=CC=2)(C2C=CC=CC=2)C2C=CC=CC=2)=CC=1. The product is [Cl:38][C:37]1[C:16]([C:14]2[S:15][C:11]([C:9]3[CH:10]=[C:5]([OH:4])[N:6]=[C:7]([Cl:40])[CH:8]=3)=[N:12][N:13]=2)=[CH:17][C:18]([F:39])=[C:19]([CH:36]=1)[O:20][CH2:21][C@H:22]1[CH2:26][O:25][C:24]([CH3:28])([CH3:27])[N:23]1[C:29]([O:31][C:32]([CH3:33])([CH3:34])[CH3:35])=[O:30]. The yield is 0.610. (2) The reactants are [OH:1][C:2]1[N:6]([C:7]2[CH:12]=[CH:11][CH:10]=[CH:9][CH:8]=2)[N:5]=[C:4]([CH2:13][C:14]([O:16][CH3:17])=[O:15])[CH:3]=1.[C:18]([O:21][C:22](=O)[CH3:23])(=O)[CH3:19].CC(OCC)(OCC)OCC. The yield is 0.800. The product is [CH3:17][O:16][C:14](=[O:15])[CH2:13][C:4]1=[N:5][N:6]([C:7]2[CH:12]=[CH:11][CH:10]=[CH:9][CH:8]=2)[C:2](=[O:1])/[C:3]/1=[C:18](\[O:21][CH2:22][CH3:23])/[CH3:19]. No catalyst specified. (3) The reactants are C(N([CH2:8][CH3:9])C(C)C)(C)C.[OH:10][C:11]1[CH:18]=[C:17]([OH:19])[CH:16]=[CH:15][C:12]=1[CH:13]=[O:14].[CH2:20]([O:22][CH2:23]Cl)[CH3:21].CN(C)[CH:27]=[O:28]. No catalyst specified. The product is [CH2:20]([O:22][CH2:23][O:10][C:11]1[CH:18]=[C:17]([O:19][CH2:27][O:28][CH2:8][CH3:9])[CH:16]=[CH:15][C:12]=1[CH:13]=[O:14])[CH3:21]. The yield is 0.990. (4) The reactants are C[O:2]C1C(OC)=CC2N(C)C(=O)CN=C(C3C=C(C=CC=3)C#N)C=2C=1.[CH3:26][O:27][C:28]1[C:29]([O:54][CH3:55])=[CH:30][C:31]2[N:37]([CH3:38])[C:36](=[O:39])[CH2:35][N:34]=[C:33]([C:40]3[CH:41]=[C:42]([CH2:46][CH2:47][CH2:48][CH2:49][CH2:50][C:51]#[N:52])[CH:43]=[CH:44][CH:45]=3)[C:32]=2[CH:53]=1. No catalyst specified. The product is [CH3:26][O:27][C:28]1[C:29]([O:54][CH3:55])=[CH:30][C:31]2[N:37]([CH3:38])[C:36](=[O:39])[CH2:35][N:34]=[C:33]([C:40]3[CH:41]=[C:42]([CH2:46][CH2:47][CH2:48][CH2:49][CH2:50][C:51]([NH2:52])=[O:2])[CH:43]=[CH:44][CH:45]=3)[C:32]=2[CH:53]=1. The yield is 0.500. (5) The reactants are Cl[CH:2]([O:6][C:7]([NH:9][CH2:10][C:11]1([CH2:17][C:18]([O:20][CH3:21])=[O:19])[CH2:16][CH2:15][CH2:14][CH2:13][CH2:12]1)=[O:8])[CH:3]([CH3:5])[CH3:4].[C:22]([OH:27])(=[O:26])[CH:23]([CH3:25])[CH3:24]. The catalyst is C(Cl)(Cl)Cl.C(=O)([O-])[O-].[Ag+2]. The product is [C:22]([O:27][CH:2]([O:6][C:7]([NH:9][CH2:10][C:11]1([CH2:17][C:18]([O:20][CH3:21])=[O:19])[CH2:16][CH2:15][CH2:14][CH2:13][CH2:12]1)=[O:8])[CH:3]([CH3:5])[CH3:4])(=[O:26])[CH:23]([CH3:25])[CH3:24]. The yield is 0.630. (6) The reactants are [CH2:1]([C:3]([OH:10])([CH2:8][CH3:9])[CH2:4][CH2:5][CH2:6][OH:7])[CH3:2].[CH:11]12[CH2:17][CH:14]([CH:15]=[CH:16]1)[CH2:13][CH:12]2[CH2:18][CH2:19][C:20](OC)=[O:21]. No catalyst specified. The product is [CH:11]12[CH2:17][CH:14]([CH:15]=[CH:16]1)[CH2:13][CH:12]2[CH2:18][CH2:19][C:20]([O:7][CH2:6][CH2:5][CH2:4][C:3]([CH2:8][CH3:9])([OH:10])[CH2:1][CH3:2])=[O:21]. The yield is 0.910.